Dataset: Full USPTO retrosynthesis dataset with 1.9M reactions from patents (1976-2016). Task: Predict the reactants needed to synthesize the given product. Given the product [C:1]([O:5][C:6]([N:8]1[C@H:12]([CH2:13][C:14]2[CH:15]=[CH:16][C:17]([C:20]3[CH:21]=[CH:22][CH:23]=[CH:24][CH:25]=3)=[CH:18][CH:19]=2)[CH2:11][C@@H:10]([CH3:26])[C:9]1=[O:34])=[O:7])([CH3:4])([CH3:2])[CH3:3].[C:1]([O:5][C:6]([N:8]1[C@H:12]([CH2:13][C:14]2[CH:15]=[CH:16][C:17]([C:20]3[CH:21]=[CH:22][CH:23]=[CH:24][CH:25]=3)=[CH:18][CH:19]=2)[CH2:11][C@H:10]([CH3:26])[C:9]1=[O:34])=[O:7])([CH3:4])([CH3:2])[CH3:3], predict the reactants needed to synthesize it. The reactants are: [C:1]([O:5][C:6]([N:8]1[C@H:12]([CH2:13][C:14]2[CH:19]=[CH:18][C:17]([C:20]3[CH:25]=[CH:24][CH:23]=[CH:22][CH:21]=3)=[CH:16][CH:15]=2)[CH2:11]/[C:10](=[CH:26]\N(C(C)C)C(C)C)/[C:9]1=[O:34])=[O:7])([CH3:4])([CH3:3])[CH3:2].[H][H].